Dataset: Reaction yield outcomes from USPTO patents with 853,638 reactions. Task: Predict the reaction yield, written as a fraction of the theoretical maximum amount of product (1.0 means a 100% yield; for example, 0.34 means a 34% yield). (1) The reactants are OS(O)(=O)=O.[C:6]([OH:15])(=[O:14])[C:7]1[C:8](=[CH:10][CH:11]=[CH:12][CH:13]=1)[OH:9].O.[CH3:17]O. No catalyst specified. The product is [OH:9][C:8]1[CH:10]=[CH:11][CH:12]=[CH:13][C:7]=1[C:6]([O:15][CH3:17])=[O:14]. The yield is 0.980. (2) The reactants are [NH2:1][C:2]1[C:3]([NH:13][CH2:14][CH2:15][CH2:16][OH:17])=[C:4]([CH:9]=[CH:10][C:11]=1[Cl:12])[C:5]([O:7][CH3:8])=[O:6].[N:18]([C:21]1[C:22]([C:29]([F:32])([F:31])[F:30])=[N:23][C:24]([O:27][CH3:28])=[CH:25][CH:26]=1)=[C:19]=[S:20]. The catalyst is O1CCCC1. The product is [Cl:12][C:11]1[CH:10]=[CH:9][C:4]([C:5]([O:7][CH3:8])=[O:6])=[C:3]([NH:13][CH2:14][CH2:15][CH2:16][OH:17])[C:2]=1[NH:1][C:19](=[S:20])[NH:18][C:21]1[C:22]([C:29]([F:32])([F:30])[F:31])=[N:23][C:24]([O:27][CH3:28])=[CH:25][CH:26]=1. The yield is 0.970.